Dataset: Forward reaction prediction with 1.9M reactions from USPTO patents (1976-2016). Task: Predict the product of the given reaction. (1) Given the reactants [CH3:1][O:2][C:3]1[CH:29]=[CH:28][C:6]([CH2:7][C:8]2[C:17]3[NH:18][C:19]4[CH:20]=[CH:21][CH:22]=[CH:23][C:24]=4[C:16]=3[C:15]3[C:14](=O)[CH2:13][C:12]([CH3:27])([CH3:26])[CH2:11][C:10]=3[N:9]=2)=[CH:5][CH:4]=1.NN.Cl, predict the reaction product. The product is: [CH3:1][O:2][C:3]1[CH:29]=[CH:28][C:6]([CH2:7][C:8]2[C:17]3[NH:18][C:19]4[CH:20]=[CH:21][CH:22]=[CH:23][C:24]=4[C:16]=3[C:15]3[CH2:14][CH2:13][C:12]([CH3:26])([CH3:27])[CH2:11][C:10]=3[N:9]=2)=[CH:5][CH:4]=1. (2) Given the reactants [CH3:1][O:2][C:3]([C:5]1[CH:6]=[C:7]2[C:11](=[CH:12][CH:13]=1)[N:10]([CH2:14][C:15]1[CH:20]=[C:19]([OH:21])[CH:18]=[CH:17][C:16]=1[Cl:22])[N:9]=[CH:8]2)=[O:4].C1(P(C2C=CC=CC=2)C2C=CC=CC=2)C=CC=CC=1.[CH3:42][C:43](OC(/N=N/C(O[C:43]([CH3:45])([CH3:44])[CH3:42])=O)=O)([CH3:45])[CH3:44].CC(C)CO, predict the reaction product. The product is: [CH3:1][O:2][C:3]([C:5]1[CH:6]=[C:7]2[C:11](=[CH:12][CH:13]=1)[N:10]([CH2:14][C:15]1[CH:20]=[C:19]([O:21][CH2:42][CH:43]([CH3:45])[CH3:44])[CH:18]=[CH:17][C:16]=1[Cl:22])[N:9]=[CH:8]2)=[O:4]. (3) Given the reactants [CH2:1]([N:8]1[C:13]([CH3:14])=[CH:12][C:11]([OH:15])=[CH:10][C:9]1=[O:16])[C:2]1[CH:7]=[CH:6][CH:5]=[CH:4][CH:3]=1.[CH2:17](Br)[C:18]1[CH:23]=[CH:22][CH:21]=[CH:20][CH:19]=1.[OH-].[Na+].Cl, predict the reaction product. The product is: [CH2:1]([N:8]1[C:13]([CH3:14])=[CH:12][C:11]([O:15][CH2:17][C:18]2[CH:23]=[CH:22][CH:21]=[CH:20][CH:19]=2)=[CH:10][C:9]1=[O:16])[C:2]1[CH:3]=[CH:4][CH:5]=[CH:6][CH:7]=1. (4) The product is: [CH3:36][O:35][CH2:34][CH2:33][O:32][C:29]1[CH:30]=[C:31]([CH:26]=[CH:27][C:28]=1[O:37][CH2:38][CH2:39][CH:40]1[CH2:45][CH2:44][CH2:43][CH2:42][NH:41]1)[C:22]([O:9][CH2:8][CH3:7])=[O:53]. Given the reactants N1CCCCC1[CH2:7][CH2:8][OH:9].[H-].[Na+].C(C1CN([C:22]2[C:31]3[C:26](=[CH:27][C:28]([O:37][CH2:38][CH2:39][CH:40]4[CH2:45][CH2:44][CH2:43][CH2:42][NH:41]4)=[C:29]([O:32][CH2:33][CH2:34][O:35][CH3:36])[CH:30]=3)N=CN=2)CCN1C([O-])=O)(C)(C)C.CN(C=[O:53])C, predict the reaction product. (5) The product is: [F:1][C:2]1[CH:7]=[C:6]([F:8])[CH:5]=[CH:4][C:3]=1[C:9]1[CH:21]=[CH:20][C:12]([C:13]([OH:15])=[O:14])=[C:11]([NH:22][C:23](=[O:31])[C:24]2[CH:29]=[CH:28][C:27]([F:30])=[CH:26][CH:25]=2)[CH:10]=1. Given the reactants [F:1][C:2]1[CH:7]=[C:6]([F:8])[CH:5]=[CH:4][C:3]=1[C:9]1[CH:21]=[CH:20][C:12]([C:13]([O:15]C(C)(C)C)=[O:14])=[C:11]([NH:22][C:23](=[O:31])[C:24]2[CH:29]=[CH:28][C:27]([F:30])=[CH:26][CH:25]=2)[CH:10]=1, predict the reaction product. (6) Given the reactants Br[C:2]1[CH:10]=[C:9]2[C:5]([C:6]([C:11]3[N:12](C(OC(C)(C)C)=O)[C:13]4[C:18]([CH:19]=3)=[CH:17][C:16]([CH2:20][N:21]3[CH2:26][CH2:25][CH2:24][CH2:23][CH2:22]3)=[CH:15][CH:14]=4)=[N:7][NH:8]2)=[CH:4][CH:3]=1.[CH2:34]([OH:37])[C:35]#[CH:36], predict the reaction product. The product is: [N:21]1([CH2:20][C:16]2[CH:17]=[C:18]3[C:13](=[CH:14][CH:15]=2)[NH:12][C:11]([C:6]2[C:5]4[C:9](=[CH:10][C:2]([C:36]#[C:35][CH2:34][OH:37])=[CH:3][CH:4]=4)[NH:8][N:7]=2)=[CH:19]3)[CH2:26][CH2:25][CH2:24][CH2:23][CH2:22]1.